From a dataset of Full USPTO retrosynthesis dataset with 1.9M reactions from patents (1976-2016). Predict the reactants needed to synthesize the given product. (1) Given the product [NH2:1][CH2:2][CH2:3][O:4][CH2:5][CH2:6][O:7][CH2:8][CH2:9][O:10][CH2:11][CH2:12][O:13][CH2:14][CH2:15][C:16](=[O:26])[NH:17][NH:18][C:19]([O:21][C:22]([CH3:24])([CH3:23])[CH3:25])=[O:20], predict the reactants needed to synthesize it. The reactants are: [NH2:1][CH:2](C(OCC1C=CC=CC=1)=O)[CH2:3][O:4][CH2:5][CH2:6][O:7][CH2:8][CH2:9][O:10][CH2:11][CH2:12][O:13][CH2:14][CH2:15][C:16](=[O:26])[NH:17][NH:18][C:19]([O:21][C:22]([CH3:25])([CH3:24])[CH3:23])=[O:20]. (2) The reactants are: [C:1]([O:5][C@@H:6]([C:12]1[C:13]([CH3:44])=[N:14][C:15]([CH3:43])=[C:16]([C:26]2[CH:31]=[CH:30][C:29]([O:32][CH2:33][CH2:34][C:35]3[CH:40]=[CH:39][C:38]([O:41][CH3:42])=[CH:37][CH:36]=3)=[CH:28][CH:27]=2)[C:17]=1[N:18]1[CH2:23][CH2:22][C:21]([CH3:25])([CH3:24])[CH2:20][CH2:19]1)[C:7]([O:9]CC)=[O:8])([CH3:4])([CH3:3])[CH3:2].[OH-].[Na+]. Given the product [C:1]([O:5][C@@H:6]([C:12]1[C:13]([CH3:44])=[N:14][C:15]([CH3:43])=[C:16]([C:26]2[CH:27]=[CH:28][C:29]([O:32][CH2:33][CH2:34][C:35]3[CH:36]=[CH:37][C:38]([O:41][CH3:42])=[CH:39][CH:40]=3)=[CH:30][CH:31]=2)[C:17]=1[N:18]1[CH2:19][CH2:20][C:21]([CH3:24])([CH3:25])[CH2:22][CH2:23]1)[C:7]([OH:9])=[O:8])([CH3:4])([CH3:3])[CH3:2], predict the reactants needed to synthesize it. (3) Given the product [C:1]1([CH2:7][O:8][C:9]2[CH:14]=[CH:13][C:12]([C@@H:15]3[N:19]([C:24]([O:26][C:27]([CH3:30])([CH3:29])[CH3:28])=[O:25])[C@H:18]([C:20]([O:22][CH3:23])=[O:21])[CH2:17][CH2:16]3)=[CH:11][CH:10]=2)[CH:2]=[CH:3][CH:4]=[CH:5][CH:6]=1, predict the reactants needed to synthesize it. The reactants are: [C:1]1([CH2:7][O:8][C:9]2[CH:14]=[CH:13][C:12]([C@@H:15]3[NH:19][C@H:18]([C:20]([O:22][CH3:23])=[O:21])[CH2:17][CH2:16]3)=[CH:11][CH:10]=2)[CH:6]=[CH:5][CH:4]=[CH:3][CH:2]=1.[C:24](O[C:24]([O:26][C:27]([CH3:30])([CH3:29])[CH3:28])=[O:25])([O:26][C:27]([CH3:30])([CH3:29])[CH3:28])=[O:25]. (4) Given the product [C:2]1([NH:1][C:18]2[CH:17]=[C:16]([C:20]3[CH:25]=[CH:24][CH:23]=[CH:22][CH:21]=3)[CH:15]=[C:14]([C:8]3[CH:13]=[CH:12][CH:11]=[CH:10][CH:9]=3)[CH:19]=2)[CH:7]=[CH:6][CH:5]=[CH:4][CH:3]=1, predict the reactants needed to synthesize it. The reactants are: [NH2:1][C:2]1[CH:7]=[CH:6][CH:5]=[CH:4][CH:3]=1.[C:8]1([C:14]2[CH:19]=[CH:18][CH:17]=[C:16]([C:20]3[CH:25]=[CH:24][CH:23]=[CH:22][CH:21]=3)[CH:15]=2)[CH:13]=[CH:12][CH:11]=[CH:10][CH:9]=1.C(O[Na])(C)(C)C.